This data is from Full USPTO retrosynthesis dataset with 1.9M reactions from patents (1976-2016). The task is: Predict the reactants needed to synthesize the given product. Given the product [C:16]([CH2:17]/[C:10](=[CH:9]\[C:8]1[CH:7]=[CH:6][CH:5]=[CH:15][CH:14]=1)/[C:11]([OH:13])=[O:12])([OH:20])=[O:26], predict the reactants needed to synthesize it. The reactants are: C([C:5]1[CH:15]=[CH:14][C:8](/[CH:9]=[CH:10]/[C:11]([OH:13])=[O:12])=[CH:7][CH:6]=1)(OC)=O.[C:16](Cl)(=[O:20])[C:17](Cl)=O.CN(C=[O:26])C.